Dataset: Catalyst prediction with 721,799 reactions and 888 catalyst types from USPTO. Task: Predict which catalyst facilitates the given reaction. (1) Reactant: [C:1]([C:7]([O:9][CH3:10])=[O:8])#[C:2][C:3]([O:5][CH3:6])=[O:4].[O:11]1[C:15]2[CH:16]=[CH:17][C:18]([CH:20]3[CH2:22][NH:21]3)=[CH:19][C:14]=2[O:13][CH2:12]1. Product: [CH3:6][O:5][C:3](=[O:4])[C:2]([N:21]1[CH2:22][CH:20]1[C:18]1[CH:17]=[CH:16][C:15]2[O:11][CH2:12][O:13][C:14]=2[CH:19]=1)=[CH:1][C:7]([O:9][CH3:10])=[O:8]. The catalyst class is: 7. (2) Product: [F:35][CH:2]([F:1])[O:3][C:4]1[N:8]([CH3:9])[N:7]=[C:6]([C:10]([F:12])([F:13])[F:11])[C:5]=1[C:14]1[C:23](=[O:24])[N:22]([CH2:25][CH:26]([F:27])[F:28])[C:17]2=[N:18][CH:19]=[CH:20][N:21]=[C:16]2[C:15]=1[OH:29]. Reactant: [F:1][CH:2]([F:35])[O:3][C:4]1[N:8]([CH3:9])[N:7]=[C:6]([C:10]([F:13])([F:12])[F:11])[C:5]=1[C:14]1[C:23](=[O:24])[N:22]([CH2:25][CH:26]([F:28])[F:27])[C:17]2=[N:18][CH:19]=[CH:20][N:21]=[C:16]2[C:15]=1[O:29]C(=O)C(C)C.[OH-].[Na+].Cl. The catalyst class is: 24. (3) Reactant: C(O)=O.C([O:6][C:7](=[O:36])[CH2:8][N:9]1[CH2:18][CH2:17][C:16]2[C:11](=[CH:12][CH:13]=[CH:14][C:15]=2[C:19]2[N:23]=[C:22]([C:24]3[CH:29]=[CH:28][C:27]([O:30][CH:31]([CH3:33])[CH3:32])=[C:26]([C:34]#[N:35])[CH:25]=3)[O:21][N:20]=2)[CH2:10]1)C.[Li+].[OH-].[ClH:39]. Product: [ClH:39].[C:34]([C:26]1[CH:25]=[C:24]([C:22]2[O:21][N:20]=[C:19]([C:15]3[CH:14]=[CH:13][CH:12]=[C:11]4[C:16]=3[CH2:17][CH2:18][N:9]([CH2:8][C:7]([OH:36])=[O:6])[CH2:10]4)[N:23]=2)[CH:29]=[CH:28][C:27]=1[O:30][CH:31]([CH3:33])[CH3:32])#[N:35]. The catalyst class is: 87. (4) The catalyst class is: 4. Reactant: [CH:1](=O)[C:2]1[O:6][CH:5]=[CH:4][CH:3]=1.S([O-])([O-])(=O)=O.[Mg+2].[NH2:14][C:15]1[CH:20]=[CH:19][CH:18]=[CH:17][CH:16]=1. Product: [O:6]1[CH:5]=[CH:4][CH:3]=[C:2]1/[CH:1]=[N:14]/[C:15]1[CH:20]=[CH:19][CH:18]=[CH:17][CH:16]=1. (5) Reactant: C([Sn](CCCC)(CCCC)[C:6]1[NH:10][N:9]=[C:8]([C:11]([O:13][CH2:14][CH3:15])=[O:12])[CH:7]=1)CCC.Br[C:25]1[N:30]2[N:31]=[CH:32][N:33]=[C:29]2[C:28]([NH:34][C:35]2[CH:40]=[CH:39][C:38]([N:41]3[CH2:46][C@@H:45]4[CH2:47][C@H:42]3[CH2:43][N:44]4[CH:48]([CH3:50])[CH3:49])=[CH:37][CH:36]=2)=[N:27][CH:26]=1. Product: [CH:48]([N:44]1[CH2:43][C@@H:42]2[CH2:47][C@H:45]1[CH2:46][N:41]2[C:38]1[CH:37]=[CH:36][C:35]([NH:34][C:28]2[C:29]3[N:30]([N:31]=[CH:32][N:33]=3)[C:25]([C:6]3[NH:10][N:9]=[C:8]([C:11]([O:13][CH2:14][CH3:15])=[O:12])[CH:7]=3)=[CH:26][N:27]=2)=[CH:40][CH:39]=1)([CH3:50])[CH3:49]. The catalyst class is: 516. (6) Reactant: [C:1]([O:5][C:6]([N:8]1[CH:15]2[CH:11]([N:12]([C:19]([O:21][CH2:22][C:23]3[CH:28]=[CH:27][CH:26]=[CH:25][CH:24]=3)=[O:20])[CH2:13][CH:14]2[C:16]([OH:18])=O)[CH2:10][CH2:9]1)=[O:7])([CH3:4])([CH3:3])[CH3:2].CN(C(ON1N=NC2C=CC=NC1=2)=[N+](C)C)C.F[P-](F)(F)(F)(F)F.CCN(C(C)C)C(C)C.[NH2:62][C:63]1[CH:68]=[CH:67][CH:66]=[CH:65][CH:64]=1. Product: [C:1]([O:5][C:6]([N:8]1[CH:15]2[CH:11]([N:12]([C:19]([O:21][CH2:22][C:23]3[CH:28]=[CH:27][CH:26]=[CH:25][CH:24]=3)=[O:20])[CH2:13][CH:14]2[C:16](=[O:18])[NH:62][C:63]2[CH:68]=[CH:67][CH:66]=[CH:65][CH:64]=2)[CH2:10][CH2:9]1)=[O:7])([CH3:3])([CH3:2])[CH3:4]. The catalyst class is: 296. (7) Reactant: [CH2:1]([O:8][N:9]1[C:18]2[C:13](=[CH:14][C:15]([C:19]#[C:20][CH2:21][CH2:22][CH2:23][CH2:24][OH:25])=[CH:16][N:17]=2)[C:12]([NH:26][CH2:27][C:28]2[CH:33]=[CH:32][C:31]([O:34][CH3:35])=[CH:30][C:29]=2[O:36][CH3:37])=[C:11]([C:38]([NH:40][CH2:41][C:42]2[CH:47]=[CH:46][C:45]([F:48])=[CH:44][C:43]=2[F:49])=[O:39])[C:10]1=[O:50])[C:2]1[CH:7]=[CH:6][CH:5]=[CH:4][CH:3]=1.[C:51](O[C:51](=[O:58])[C:52]1[CH:57]=[CH:56][CH:55]=[CH:54][CH:53]=1)(=[O:58])[C:52]1[CH:57]=[CH:56][CH:55]=[CH:54][CH:53]=1. Product: [C:51]([O:25][CH2:24][CH2:23][CH2:22][CH2:21][C:20]#[C:19][C:15]1[CH:16]=[N:17][C:18]2[N:9]([O:8][CH2:1][C:2]3[CH:3]=[CH:4][CH:5]=[CH:6][CH:7]=3)[C:10](=[O:50])[C:11]([C:38](=[O:39])[NH:40][CH2:41][C:42]3[CH:47]=[CH:46][C:45]([F:48])=[CH:44][C:43]=3[F:49])=[C:12]([NH:26][CH2:27][C:28]3[CH:33]=[CH:32][C:31]([O:34][CH3:35])=[CH:30][C:29]=3[O:36][CH3:37])[C:13]=2[CH:14]=1)(=[O:58])[C:52]1[CH:57]=[CH:56][CH:55]=[CH:54][CH:53]=1. The catalyst class is: 17.